Dataset: Full USPTO retrosynthesis dataset with 1.9M reactions from patents (1976-2016). Task: Predict the reactants needed to synthesize the given product. (1) Given the product [F:8][C:6]1[CH:5]=[C:4]([C:9]2[N:14]=[CH:13][CH:12]=[CH:11][N:10]=2)[C:3]([N+:15]([O-:17])=[O:16])=[C:2]([NH2:22])[CH:7]=1, predict the reactants needed to synthesize it. The reactants are: F[C:2]1[C:3]([N+:15]([O-:17])=[O:16])=[C:4]([C:9]2[N:14]=[CH:13][CH:12]=[CH:11][N:10]=2)[CH:5]=[C:6]([F:8])[CH:7]=1.C([NH2:22])(C)(C)C.O. (2) Given the product [Br-:1].[OH:26][CH:8]1[CH2:7][CH2:6][N+:5]([CH2:10][C:11](=[O:18])[NH:12][C:13]2[CH:17]=[CH:16][O:15][N:14]=2)([CH3:9])[CH2:4][CH2:3]1, predict the reactants needed to synthesize it. The reactants are: [Br-:1].O[C@@H:3]1[CH2:8][CH2:7][CH2:6][N+:5]([CH2:10][C:11](=[O:18])[NH:12][C:13]2[CH:17]=[CH:16][O:15][N:14]=2)([CH3:9])[CH2:4]1.CN1CCC([OH:26])CC1. (3) Given the product [CH2:13]([N:15]1[C:21]2[N:22]=[CH:23][C:24]([CH2:26][CH2:27][O:35][C:36]3[CH:41]=[CH:40][C:39]([C:42]4[CH:43]=[CH:44][CH:45]=[C:46]([C:8]([O:10][CH3:11])=[O:9])[CH:47]=4)=[CH:38][C:37]=3[CH3:52])=[CH:25][C:20]=2[C:19](=[O:29])[N:18]([CH3:30])[C:17]2[CH:31]=[CH:32][CH:33]=[N:34][C:16]1=2)[CH3:14], predict the reactants needed to synthesize it. The reactants are: C[CH2:11][O:10][C:8](/N=N/[C:8]([O:10][CH2:11]C)=[O:9])=[O:9].[CH2:13]([N:15]1[C:21]2[N:22]=[CH:23][C:24]([CH2:26][CH2:27]O)=[CH:25][C:20]=2[C:19](=[O:29])[N:18]([CH3:30])[C:17]2[CH:31]=[CH:32][CH:33]=[N:34][C:16]1=2)[CH3:14].[OH:35][C:36]1[CH:41]=[CH:40][C:39]([C:42]2[CH:47]=[CH:46][C:45](C(OC)=O)=[CH:44][CH:43]=2)=[CH:38][C:37]=1[CH3:52].C1C=CC(P(C2C=CC=CC=2)C2C=CC=CC=2)=CC=1. (4) Given the product [Cl:6][C:13]1[C:12]([CH:26]=[O:27])=[CH:1][C:21]2[C:16](=[CH:17][C:18]([F:22])=[CH:19][CH:20]=2)[N:15]=1, predict the reactants needed to synthesize it. The reactants are: [CH3:1][N+](C)=CCl.[Cl-:6].P(Cl)(Cl)(Cl)=O.[CH3:12][C:13]([NH:15][C:16]1[CH:21]=[CH:20][CH:19]=[C:18]([F:22])[CH:17]=1)=O.CN([CH:26]=[O:27])C. (5) Given the product [NH2:1][C:2]1[C:3]2[N:10]([C:11]3[CH:16]=[CH:15][C:14]([NH2:17])=[C:13]([O:20][CH3:21])[CH:12]=3)[N:9]=[C:8]([C:22]3[CH2:23][CH2:24][N:25]([C:28]([O:30][C:31]([CH3:34])([CH3:33])[CH3:32])=[O:29])[CH2:26][CH:27]=3)[C:4]=2[N:5]=[CH:6][N:7]=1, predict the reactants needed to synthesize it. The reactants are: [NH2:1][C:2]1[C:3]2[N:10]([C:11]3[CH:16]=[CH:15][C:14]([N+:17]([O-])=O)=[C:13]([O:20][CH3:21])[CH:12]=3)[N:9]=[C:8]([C:22]3[CH2:23][CH2:24][N:25]([C:28]([O:30][C:31]([CH3:34])([CH3:33])[CH3:32])=[O:29])[CH2:26][CH:27]=3)[C:4]=2[N:5]=[CH:6][N:7]=1.[H][H]. (6) Given the product [O:29]1[CH2:30][CH2:31][CH:26]([NH:25][C:22]([C:18]2[S:17][C:16](/[CH:15]=[CH:14]/[C:9]3[N:10]([CH3:13])[N:11]=[N:12][C:8]=3[C:5]3[CH:4]=[CH:3][C:2]([F:1])=[CH:7][CH:6]=3)=[N:20][C:19]=2[CH3:21])=[O:23])[CH2:27][CH2:28]1, predict the reactants needed to synthesize it. The reactants are: [F:1][C:2]1[CH:7]=[CH:6][C:5]([C:8]2[N:12]=[N:11][N:10]([CH3:13])[C:9]=2/[CH:14]=[CH:15]/[C:16]2[S:17][C:18]([C:22](O)=[O:23])=[C:19]([CH3:21])[N:20]=2)=[CH:4][CH:3]=1.[NH2:25][CH:26]1[CH2:31][CH2:30][O:29][CH2:28][CH2:27]1.